Dataset: Forward reaction prediction with 1.9M reactions from USPTO patents (1976-2016). Task: Predict the product of the given reaction. (1) Given the reactants C(O[C:4](=[O:19])[C@@H:5]([NH2:18])[C@@H:6]([C:8]1[CH:13]=[CH:12][C:11]([S:14]([CH3:17])(=[O:16])=[O:15])=[CH:10][CH:9]=1)[OH:7])C.[BH4-].[K+].N[C@H:23]([CH2:36]O)[C@@H:24](C1C=CC(S(C)(=O)=O)=CC=1)O.C(N(CC)CC)C, predict the reaction product. The product is: [CH3:24][C:23]1([CH3:36])[NH:18][C@H:5]([CH2:4][OH:19])[C@@H:6]([C:8]2[CH:9]=[CH:10][C:11]([S:14]([CH3:17])(=[O:15])=[O:16])=[CH:12][CH:13]=2)[O:7]1. (2) Given the reactants [C:1]([O:5][N:6]=[C:7]([CH2:9][O:10][CH2:11][CH2:12][CH2:13][CH2:14][CH2:15][OH:16])[CH3:8])([CH3:4])([CH3:3])[CH3:2].C(N(CC)CC)C.[CH3:24][S:25](Cl)(=[O:27])=[O:26].Cl, predict the reaction product. The product is: [C:1]([O:5][N:6]=[C:7]([CH2:9][O:10][CH2:11][CH2:12][CH2:13][CH2:14][CH2:15][O:16][S:25]([CH3:24])(=[O:27])=[O:26])[CH3:8])([CH3:4])([CH3:3])[CH3:2]. (3) Given the reactants CC1(C)C(C)(C)OB([C:9]2[CH:10]=[C:11]3[CH:17]=[CH:16][NH:15][C:12]3=[N:13][CH:14]=2)O1.Br[C:20]1[CH:21]=[CH:22][C:23]([C:56]([NH2:58])=[O:57])=[N:24][C:25]=1[C@@H:26]([NH:36][C:37](=[O:55])[CH2:38][N:39]1[C:47]2[C:46]([F:49])([F:48])[CH2:45][CH2:44][C:43]([F:51])([F:50])[C:42]=2[C:41]([CH:52]([F:54])[F:53])=[N:40]1)[CH2:27][C:28]1[CH:33]=[C:32]([F:34])[CH:31]=[C:30]([F:35])[CH:29]=1, predict the reaction product. The product is: [F:54][CH:52]([F:53])[C:41]1[C:42]2[C:43]([F:50])([F:51])[CH2:44][CH2:45][C:46]([F:48])([F:49])[C:47]=2[N:39]([CH2:38][C:37]([NH:36][C@H:26]([C:25]2[N:24]=[C:23]([C:56]([NH2:58])=[O:57])[CH:22]=[CH:21][C:20]=2[C:9]2[CH:10]=[C:11]3[CH:17]=[CH:16][NH:15][C:12]3=[N:13][CH:14]=2)[CH2:27][C:28]2[CH:33]=[C:32]([F:34])[CH:31]=[C:30]([F:35])[CH:29]=2)=[O:55])[N:40]=1. (4) Given the reactants O[Li].[OH2:3].[NH:4]1[C:14]2[C:9](=[CH:10][CH:11]=[CH:12][CH:13]=2)[C:7](=O)[C:5]1=[O:6].C(O[CH2:19][C:20]([C:22]1[CH:27]=[CH:26][CH:25]=[CH:24][CH:23]=1)=O)(=O)C.[OH2:28], predict the reaction product. The product is: [OH:3][C:19]1[C:20]([C:22]2[CH:27]=[CH:26][CH:25]=[CH:24][CH:23]=2)=[N:4][C:14]2[C:9]([C:7]=1[C:5]([OH:6])=[O:28])=[CH:10][CH:11]=[CH:12][CH:13]=2.